The task is: Binary Classification. Given a miRNA mature sequence and a target amino acid sequence, predict their likelihood of interaction.. This data is from Experimentally validated miRNA-target interactions with 360,000+ pairs, plus equal number of negative samples. (1) The miRNA is hsa-miR-6165 with sequence CAGCAGGAGGUGAGGGGAG. The protein sequence of the target gene is MDLCQKNETDLENAENNEIQFTEETEPTYTCPDGKSEKNHVYCLLDVSDITLEQDEKAKEFIIGTGWEEAVQGWGRTSPAACIWPRKIPKKARVGEGACSDCLVCVNLSHWSLQTKPPTEGGPEKDQSSPSQTQAAPQGPSTASRAISDICFPTYFRAEKKSLQIKEFIWCNKDWAIPGTNRGKASGNPSGGAHRGLSIPGPLTSRALLVLPPLKASLSNALDVLGKKSKNSFLQSEEKVLDVEKDGCVAYAYGLKTADGKGEKRASELAKHPMVNDTPSSPSPAAQISLLTDPEQRCLH.... Result: 0 (no interaction). (2) The miRNA is hsa-miR-1277-5p with sequence AAAUAUAUAUAUAUAUGUACGUAU. The protein sequence of the target gene is MAEQTYSWAYSLVDSSQVSTFLISILLIVYGSFRSLNMDFENQDKEKDSNSSSGSFNGNSTNNSIQTIDSTQALFLPIGASVSLLVMFFFFDSVQVVFTICTAVLATIAFAFLLLPMCQYLTRPCSPQNKISFGCCGRFTAAELLSFSLSVMLVLIWVLTGHWLLMDALAMGLCVAMIAFVRLPSLKVSCLLLSGLLIYDVFWVFFSAYIFNSNVMVKVATQPADNPLDVLSRKLHLGPNVGRDVPRLSLPGKLVFPSSTGSHFSMLGIGDIVMPGLLLCFVLRYDNYKKQASGDSCGAP.... Result: 1 (interaction). (3) The miRNA is hsa-miR-6506-5p with sequence ACUGGGAUGUCACUGAAUAUGGU. The protein sequence of the target gene is MDEENMTKSEEQQPLSLQKALQQCELVQNMIDLSISNLEGLRTKCAASNDLTQKEIRTLESKLVKYFSRQLSCKKKVALQERNAELDGFPQLRHWFRIVDVRKEVLEEISPDQLSLEDLLEMTDEQVCETVEKYGANQEECARLNASLSCLRNVHKSGGNLSKQDWIIQWPTTEPGQESNPVCPPEPSPWIRTHLSQSPRVQTKCPQHFCPTSPTPGTPVYTQVDRLTVDAYPNLCPPPPPLESGHRSLPPSPRQRHVVRTPPRTPNIVTTVTPPGTPPMRRKNKLKPPGTPPPSSRKLI.... Result: 0 (no interaction).